This data is from Full USPTO retrosynthesis dataset with 1.9M reactions from patents (1976-2016). The task is: Predict the reactants needed to synthesize the given product. (1) Given the product [CH2:1]([N:8]1[C:9]2[N:17]=[C:16]([CH3:18])[CH:15]=[CH:14][C:10]=2[C:11](=[O:13])[O:12][C:34]1=[O:35])[C:2]1[CH:3]=[CH:4][CH:5]=[CH:6][CH:7]=1, predict the reactants needed to synthesize it. The reactants are: [CH2:1]([NH:8][C:9]1[N:17]=[C:16]([CH3:18])[CH:15]=[CH:14][C:10]=1[C:11]([O-:13])=[O:12])[C:2]1[CH:7]=[CH:6][CH:5]=[CH:4][CH:3]=1.C1(C[NH3+])C=CC=CC=1.C(C(CC)CNC1N=CC=CC=1[C:34](OCC)=[O:35])C. (2) Given the product [Cl:16][C:17]1[CH:25]=[C:24]([F:26])[C:23]([Cl:27])=[CH:22][C:18]=1[C:9]([O:11][C:12]([CH3:13])([CH3:14])[CH3:15])=[O:10], predict the reactants needed to synthesize it. The reactants are: [C:9](O[C:9]([O:11][C:12]([CH3:15])([CH3:14])[CH3:13])=[O:10])([O:11][C:12]([CH3:15])([CH3:14])[CH3:13])=[O:10].[Cl:16][C:17]1[CH:25]=[C:24]([F:26])[C:23]([Cl:27])=[CH:22][C:18]=1C(O)=O.CN(C1C=CC=CN=1)C. (3) Given the product [Br:4][C:5]1[C:6]([O:10][CH3:11])=[N:7][N:8]([CH:17]2[CH2:22][CH2:21][N:20]([C:23]([O:25][C:26]([CH3:29])([CH3:28])[CH3:27])=[O:24])[CH2:19][CH2:18]2)[CH:9]=1, predict the reactants needed to synthesize it. The reactants are: [H-].[Na+].Cl.[Br:4][C:5]1[CH:9]=[N:8][NH:7][C:6]=1[O:10][CH3:11].CS(O[CH:17]1[CH2:22][CH2:21][N:20]([C:23]([O:25][C:26]([CH3:29])([CH3:28])[CH3:27])=[O:24])[CH2:19][CH2:18]1)(=O)=O.